This data is from Full USPTO retrosynthesis dataset with 1.9M reactions from patents (1976-2016). The task is: Predict the reactants needed to synthesize the given product. (1) Given the product [CH3:1][NH:2][CH:3]([C:7]1[CH:12]=[CH:11][CH:10]=[CH:9][CH:8]=1)[CH2:4][NH2:5], predict the reactants needed to synthesize it. The reactants are: [CH3:1][NH:2][C:3]([C:7]1[CH:12]=[CH:11][CH:10]=[CH:9][CH:8]=1)(C)[C:4]#[N:5].CC(C[AlH]CC(C)C)C. (2) Given the product [CH3:20][O:21][P:22]([CH2:2][C:3]1[N:4]([CH3:19])[C:5]2[C:10]([N:11]=1)=[C:9]([N:12]1[CH2:17][CH2:16][O:15][CH2:14][CH2:13]1)[N:8]=[C:7]([Cl:18])[N:6]=2)(=[O:25])[O:23][CH3:24], predict the reactants needed to synthesize it. The reactants are: Br[CH2:2][C:3]1[N:4]([CH3:19])[C:5]2[C:10]([N:11]=1)=[C:9]([N:12]1[CH2:17][CH2:16][O:15][CH2:14][CH2:13]1)[N:8]=[C:7]([Cl:18])[N:6]=2.[CH3:20][O:21][P:22]([O:25]C)[O:23][CH3:24]. (3) Given the product [CH3:1][C:2]1[S:6][CH:5]=[C:4](/[CH:7]=[C:8](/[C@H:10]2[O:27][C:25](=[O:26])[CH2:24][C@H:23]([OH:28])[C:22]([CH3:30])([CH3:29])[C:20](=[O:21])[C@H:19]([CH3:31])[C@@H:18]([OH:32])[C@@H:17]([CH3:33])[CH2:16][CH2:15][CH2:14][C@H:13]3[O:36][C@H:12]3[CH2:11]2)\[CH3:9])[N:3]=1, predict the reactants needed to synthesize it. The reactants are: [CH3:1][C:2]1[S:6][CH:5]=[C:4](/[CH:7]=[C:8](/[C@H:10]2[O:27][C:25](=[O:26])[CH2:24][C@H:23]([OH:28])[C:22]([CH3:30])([CH3:29])[C:20](=[O:21])[C@H:19]([CH3:31])[C@@H:18]([OH:32])[C@@H:17]([CH3:33])[CH2:16][CH2:15][CH2:14][CH:13]=[CH:12][CH2:11]2)\[CH3:9])[N:3]=1.CC1(C)O[O:36]1. (4) Given the product [CH2:12]=[CH:11][CH2:10][CH2:9][CH2:8][CH2:7][CH2:6][CH2:5][CH2:4][CH2:3][CH2:2][CH2:1][CH2:1][CH2:2][CH2:3][CH2:4][CH2:5][CH3:6], predict the reactants needed to synthesize it. The reactants are: [CH2:1](N)[CH2:2][CH2:3][CH2:4][CH2:5][CH2:6][CH2:7][CH2:8][CH2:9][CH2:10][CH2:11][CH3:12]. (5) Given the product [CH:8]1([C:6]2[N:7]=[C:2]([CH2:27][C:28]3[CH:29]=[CH:30][C:31]([CH2:34][C:35]([O:37][CH3:38])=[O:36])=[CH:32][CH:33]=3)[C:3]3[S:16](=[O:18])(=[O:17])[CH2:15][CH2:14][CH2:13][C:4]=3[N:5]=2)[CH2:12][CH2:11][CH2:10][CH2:9]1, predict the reactants needed to synthesize it. The reactants are: Cl[C:2]1[C:3]2[S:16](=[O:18])(=[O:17])[CH2:15][CH2:14][CH2:13][C:4]=2[N:5]=[C:6]([CH:8]2[CH2:12][CH2:11][CH2:10][CH2:9]2)[N:7]=1.CC1(C)C(C)(C)OB([CH2:27][C:28]2[CH:33]=[CH:32][C:31]([CH2:34][C:35]([O:37][CH3:38])=[O:36])=[CH:30][CH:29]=2)O1. (6) Given the product [OH:12][CH2:11][CH2:10][CH:7]1[C:6]2[CH:14]=[CH:15][C:3]([C:1]#[N:2])=[CH:4][C:5]=2[CH2:9][O:8]1, predict the reactants needed to synthesize it. The reactants are: [C:1]([C:3]1[CH:15]=[CH:14][C:6]2[CH:7]([CH2:10][C:11](O)=[O:12])[O:8][CH2:9][C:5]=2[CH:4]=1)#[N:2].C(N(C(C)C)CC)(C)C.ClC(OCC)=O.[BH4-].[Na+].